Dataset: Forward reaction prediction with 1.9M reactions from USPTO patents (1976-2016). Task: Predict the product of the given reaction. (1) Given the reactants [C:1]([O:5][C:6](=[O:19])[NH:7][C:8]1[CH:13]=[C:12]([Cl:14])[C:11]([CH3:15])=[CH:10][C:9]=1[N+:16]([O-])=O)([CH3:4])([CH3:3])[CH3:2].O.O.Cl[Sn]Cl, predict the reaction product. The product is: [C:1]([O:5][C:6](=[O:19])[NH:7][C:8]1[CH:13]=[C:12]([Cl:14])[C:11]([CH3:15])=[CH:10][C:9]=1[NH2:16])([CH3:4])([CH3:2])[CH3:3]. (2) Given the reactants [Cl:1][C:2]1[CH:3]=[C:4]([NH:8][C:9]([N:11]2[CH2:16][CH2:15][C:14]3[NH:17][N:18]=[C:19]([C:20](N(OC)C)=[O:21])[C:13]=3[CH2:12]2)=[O:10])[CH:5]=[CH:6][CH:7]=1.[CH2:26]([Mg]Br)[CH2:27][CH3:28].[NH4+].[Cl-], predict the reaction product. The product is: [C:20]([C:19]1[C:13]2[CH2:12][N:11]([C:9]([NH:8][C:4]3[CH:5]=[CH:6][CH:7]=[C:2]([Cl:1])[CH:3]=3)=[O:10])[CH2:16][CH2:15][C:14]=2[NH:17][N:18]=1)(=[O:21])[CH2:26][CH2:27][CH3:28]. (3) Given the reactants [Cl:1][C:2]1[CH:10]=[C:9]2[C:5]([C:6]([C:11]([N:13]3[CH2:18][CH2:17][CH:16]([N:19]4[C:23]5[CH:24]=[CH:25][CH:26]=[CH:27][C:22]=5[NH:21][C:20]4=[O:28])[CH2:15][CH2:14]3)=[O:12])=[CH:7][NH:8]2)=[CH:4][CH:3]=1.[H-].[Na+].Cl[CH2:32][C:33]#[N:34], predict the reaction product. The product is: [Cl:1][C:2]1[CH:10]=[C:9]2[C:5]([C:6]([C:11]([N:13]3[CH2:18][CH2:17][CH:16]([N:19]4[C:23]5[CH:24]=[CH:25][CH:26]=[CH:27][C:22]=5[NH:21][C:20]4=[O:28])[CH2:15][CH2:14]3)=[O:12])=[CH:7][N:8]2[CH2:32][C:33]#[N:34])=[CH:4][CH:3]=1. (4) Given the reactants C(OC([NH:8][C:9]1[CH:14]=[CH:13][C:12]([NH:15][C:16]([C@@H:18]2[CH2:22][CH2:21][CH2:20][N:19]2[C:23]([O:25][CH2:26][C:27]2[CH:32]=[CH:31][CH:30]=[CH:29][CH:28]=2)=[O:24])=[O:17])=[CH:11][CH:10]=1)=O)(C)(C)C.O1CCOCC1.Cl, predict the reaction product. The product is: [NH2:8][C:9]1[CH:14]=[CH:13][C:12]([NH:15][C:16]([C@@H:18]2[CH2:22][CH2:21][CH2:20][N:19]2[C:23]([O:25][CH2:26][C:27]2[CH:28]=[CH:29][CH:30]=[CH:31][CH:32]=2)=[O:24])=[O:17])=[CH:11][CH:10]=1.